Dataset: Full USPTO retrosynthesis dataset with 1.9M reactions from patents (1976-2016). Task: Predict the reactants needed to synthesize the given product. (1) The reactants are: [CH3:1][O:2][C:3]1[C@@H:4]([CH2:14][C:15]2[CH:20]=[CH:19][C:18]([C:21]([F:24])([F:23])[F:22])=[CH:17][C:16]=2[F:25])[N:5]=C(OC)[C@H](C(C)C)N=1.C(#N)C.ClCCl.FC(F)(F)C(O)=[O:35].[C:47](O[C:47]([O:49][C:50]([CH3:53])([CH3:52])[CH3:51])=[O:48])([O:49][C:50]([CH3:53])([CH3:52])[CH3:51])=[O:48]. Given the product [CH3:1][O:2][C:3](=[O:35])[C@@H:4]([CH2:14][C:15]1[CH:20]=[CH:19][C:18]([C:21]([F:24])([F:23])[F:22])=[CH:17][C:16]=1[F:25])[NH:5][C:47]([O:49][C:50]([CH3:51])([CH3:52])[CH3:53])=[O:48], predict the reactants needed to synthesize it. (2) The reactants are: [C:1]([C:5]1[CH2:10][CH2:9][CH:8]([C:11]([O:13]C)=[O:12])[CH2:7][C:6]=1[C:15]([O:17]C)=[O:16])([O:3]C)=[O:2]. Given the product [C:1]([C:5]1[CH2:10][CH2:9][CH:8]([C:11]([OH:13])=[O:12])[CH2:7][C:6]=1[C:15]([OH:17])=[O:16])([OH:3])=[O:2], predict the reactants needed to synthesize it. (3) Given the product [C@@H:1]12[CH2:7][C@@H:4]([CH2:5][CH2:6]1)[CH2:3][C@@H:2]2[NH:8][C:9]1[S:10][CH:17]([CH2:13][CH2:14][OH:18])[C:16](=[O:15])[N:11]=1, predict the reactants needed to synthesize it. The reactants are: [C@@H:1]12[CH2:7][C@@H:4]([CH2:5][CH2:6]1)[CH2:3][C@@H:2]2[NH:8][C:9]([NH2:11])=[S:10].Br[CH:13]1[CH2:17][CH2:16][O:15][C:14]1=[O:18].CCO.CCN(C(C)C)C(C)C. (4) Given the product [F:34][C:33]([F:36])([F:35])[C:31]([OH:37])=[O:32].[CH3:30][CH:18]1[N:17]2[C:22]([CH2:23][O:24][C:25]3[C:16]2=[CH:15][C:14]([O:13][C:10]2([CH3:12])[CH2:9][NH:8][CH2:11]2)=[C:27]([CH3:28])[CH:26]=3)=[N:21][NH:20][C:19]1=[O:29], predict the reactants needed to synthesize it. The reactants are: C(OC([N:8]1[CH2:11][C:10]([O:13][C:14]2[CH:15]=[C:16]3[C:25](=[CH:26][C:27]=2[CH3:28])[O:24][CH2:23][C:22]2[N:17]3[CH:18]([CH3:30])[C:19](=[O:29])[NH:20][N:21]=2)([CH3:12])[CH2:9]1)=O)(C)(C)C.[C:31]([OH:37])([C:33]([F:36])([F:35])[F:34])=[O:32]. (5) The reactants are: [CH3:1][CH:2]1[CH2:7][CH2:6][CH2:5][CH2:4][N:3]1[CH2:8][CH2:9][CH2:10][NH:11][C:12]1[CH:17]=[CH:16][C:15]([N+:18]([O-])=O)=[CH:14][CH:13]=1.C1(N)C(F)=C(F)C(F)=C(N)C=1F.[ClH:33].Cl. Given the product [ClH:33].[ClH:33].[CH3:1][CH:2]1[CH2:7][CH2:6][CH2:5][CH2:4][N:3]1[CH2:8][CH2:9][CH2:10][NH:11][C:12]1[CH:13]=[CH:14][C:15]([NH2:18])=[CH:16][CH:17]=1, predict the reactants needed to synthesize it.